From a dataset of Forward reaction prediction with 1.9M reactions from USPTO patents (1976-2016). Predict the product of the given reaction. (1) Given the reactants [O:1]=[C:2]1[CH:6]2[CH2:7][N:8](C(OC(C)(C)C)=O)[CH2:9][CH2:10][N:5]2[C:4](=[O:18])[N:3]1[C@@H:19]1[CH2:21][C@H:20]1[C:22]1[CH:27]=[CH:26][CH:25]=[CH:24][CH:23]=1.C(O)(C(F)(F)F)=O, predict the reaction product. The product is: [C:22]1([C@@H:20]2[CH2:21][C@H:19]2[N:3]2[C:2](=[O:1])[CH:6]3[CH2:7][NH:8][CH2:9][CH2:10][N:5]3[C:4]2=[O:18])[CH:27]=[CH:26][CH:25]=[CH:24][CH:23]=1. (2) Given the reactants [Cl:1][C:2]1[CH:7]=[C:6]([Cl:8])[CH:5]=[CH:4][C:3]=1[CH:9]1[C:14]([C:15]([O:17][CH2:18][CH3:19])=[O:16])=[C:13]([CH3:20])[NH:12][C:11]([C:21]2[S:22][CH:23]=[C:24]([C:26]([F:29])([F:28])[F:27])[N:25]=2)=[N:10]1.C1C(=O)N([Br:37])C(=O)C1, predict the reaction product. The product is: [Br:37][CH2:20][C:13]1[NH:12][C:11]([C:21]2[S:22][CH:23]=[C:24]([C:26]([F:29])([F:28])[F:27])[N:25]=2)=[N:10][CH:9]([C:3]2[CH:4]=[CH:5][C:6]([Cl:8])=[CH:7][C:2]=2[Cl:1])[C:14]=1[C:15]([O:17][CH2:18][CH3:19])=[O:16]. (3) Given the reactants [C:1]([O:5][C:6](=[O:16])[NH:7][C:8]1[CH:13]=[CH:12][C:11]([Cl:14])=[CH:10][C:9]=1[NH2:15])([CH3:4])([CH3:3])[CH3:2].C([O:21][C:22](=O)[CH2:23][C:24](=[O:37])[C:25]1[CH:30]=[CH:29][CH:28]=[C:27]([C:31]2[CH:32]=[N:33][CH:34]=[N:35][CH:36]=2)[CH:26]=1)(C)(C)C, predict the reaction product. The product is: [C:1]([O:5][C:6](=[O:16])[NH:7][C:8]1[CH:13]=[CH:12][C:11]([Cl:14])=[CH:10][C:9]=1[NH:15][C:22](=[O:21])[CH2:23][C:24](=[O:37])[C:25]1[CH:30]=[CH:29][CH:28]=[C:27]([C:31]2[CH:36]=[N:35][CH:34]=[N:33][CH:32]=2)[CH:26]=1)([CH3:4])([CH3:2])[CH3:3]. (4) Given the reactants Cl[C:2]1[C:11]2[C:6](=[C:7]([O:14][CH3:15])[C:8]([O:12][CH3:13])=[CH:9][CH:10]=2)[CH:5]=[C:4]([NH:16][C:17]2[CH:21]=[C:20]([CH3:22])[NH:19][N:18]=2)[N:3]=1.[F:23][C:24]1[CH:29]=[CH:28][CH:27]=[CH:26][C:25]=1B(O)O, predict the reaction product. The product is: [F:23][C:24]1[CH:29]=[CH:28][CH:27]=[CH:26][C:25]=1[C:2]1[C:11]2[C:6](=[C:7]([O:14][CH3:15])[C:8]([O:12][CH3:13])=[CH:9][CH:10]=2)[CH:5]=[C:4]([NH:16][C:17]2[CH:21]=[C:20]([CH3:22])[NH:19][N:18]=2)[N:3]=1. (5) Given the reactants Cl[C:2]1[CH:3]=[CH:4][N:5]2[C:10]([C:11]=1[CH3:12])=[C:9]([CH:13]1[CH2:15][CH2:14]1)[CH:8]=[C:7]([C:16]([O:18][CH3:19])=[O:17])[C:6]2=[O:20].[N:21]1[CH:26]=[CH:25][C:24](B(O)O)=[CH:23][CH:22]=1, predict the reaction product. The product is: [N:21]1[CH:26]=[CH:25][C:24]([C:2]2[CH:3]=[CH:4][N:5]3[C:10]([C:11]=2[CH3:12])=[C:9]([CH:13]2[CH2:15][CH2:14]2)[CH:8]=[C:7]([C:16]([O:18][CH3:19])=[O:17])[C:6]3=[O:20])=[CH:23][CH:22]=1. (6) Given the reactants [CH3:1][O:2][C:3]1[CH:8]=[CH:7][C:6]([C:9]2[C:18]([C:19]3[CH:24]=[CH:23][C:22]([O:25][CH3:26])=[CH:21][CH:20]=3)=[N:17][C:16]3[C:11](=[CH:12][CH:13]=[CH:14][C:15]=3[NH:27][C:28]3[CH:33]=[CH:32][C:31]([N+:34]([O-])=O)=[CH:30][CH:29]=3)[N:10]=2)=[CH:5][CH:4]=1, predict the reaction product. The product is: [O:2]([C:3]1[CH:4]=[CH:5][C:6]([C:9]2[C:18]([C:19]3[CH:24]=[CH:23][C:22]([O:25][CH3:26])=[CH:21][CH:20]=3)=[N:17][C:16]3[C:11](=[CH:12][CH:13]=[CH:14][C:15]=3[NH:27][C:28]3[CH:29]=[CH:30][C:31]([NH2:34])=[CH:32][CH:33]=3)[N:10]=2)=[CH:7][CH:8]=1)[CH3:1]. (7) Given the reactants [C:1]([O:5][C:6]([N:8]1[CH2:13][CH2:12][N:11]([C:14]2[C:19]([N+:20]([O-:22])=[O:21])=[C:18](Cl)[N:17]=[CH:16][N:15]=2)[CH2:10][CH2:9]1)=[O:7])([CH3:4])([CH3:3])[CH3:2].[NH2:24][CH2:25][CH2:26][C:27]#[N:28].C(N(CC)CC)C.O, predict the reaction product. The product is: [C:1]([O:5][C:6]([N:8]1[CH2:13][CH2:12][N:11]([C:14]2[C:19]([N+:20]([O-:22])=[O:21])=[C:18]([NH:28][CH2:27][CH2:26][C:25]#[N:24])[N:17]=[CH:16][N:15]=2)[CH2:10][CH2:9]1)=[O:7])([CH3:4])([CH3:3])[CH3:2]. (8) Given the reactants C(OOC(=O)C1C=CC=CC=1)(=O)C1C=CC=CC=1.[Br:19]N1C(=O)CCC1=O.[F:27][C:28]1[CH:33]=[CH:32][C:31]([N:34]2[CH2:39][CH2:38][C:37]3=[N:40][C:41]([CH2:43][O:44][C:45]4[CH:50]=[CH:49][CH:48]=[CH:47][CH:46]=4)=[CH:42][N:36]3[C:35]2=[O:51])=[CH:30][CH:29]=1, predict the reaction product. The product is: [Br:19][C:42]1[N:36]2[C:35](=[O:51])[N:34]([C:31]3[CH:32]=[CH:33][C:28]([F:27])=[CH:29][CH:30]=3)[CH2:39][CH2:38][C:37]2=[N:40][C:41]=1[CH2:43][O:44][C:45]1[CH:46]=[CH:47][CH:48]=[CH:49][CH:50]=1.